Dataset: Catalyst prediction with 721,799 reactions and 888 catalyst types from USPTO. Task: Predict which catalyst facilitates the given reaction. Reactant: C[O:2][C:3]([C:5]1[S:6][C:7]([C:27]#[C:28][C:29]([CH3:32])([CH3:31])[CH3:30])=[CH:8][C:9]=1[N:10]([C:18]([C@H:20]1[CH2:25][CH2:24][C@H:23]([CH3:26])[CH2:22][CH2:21]1)=[O:19])[CH:11]1[CH2:16][CH2:15][C:14](=[O:17])[CH2:13][CH2:12]1)=[O:4].CO.O.[OH-].[Li+]. Product: [CH3:30][C:29]([CH3:31])([CH3:32])[C:28]#[C:27][C:7]1[S:6][C:5]([C:3]([OH:4])=[O:2])=[C:9]([N:10]([C:18]([C@H:20]2[CH2:21][CH2:22][C@H:23]([CH3:26])[CH2:24][CH2:25]2)=[O:19])[CH:11]2[CH2:16][CH2:15][C:14](=[O:17])[CH2:13][CH2:12]2)[CH:8]=1. The catalyst class is: 1.